From a dataset of Forward reaction prediction with 1.9M reactions from USPTO patents (1976-2016). Predict the product of the given reaction. (1) The product is: [F:21][C:18]1[CH:19]=[CH:20][C:15]([C:14]([NH:13][NH2:12])=[O:23])=[CH:16][C:17]=1[CH3:22]. Given the reactants C(O)(=O)C.C(OC([NH:12][NH:13][C:14](=[O:23])[C:15]1[CH:20]=[CH:19][C:18]([F:21])=[C:17]([CH3:22])[CH:16]=1)=O)(C)(C)C, predict the reaction product. (2) Given the reactants [Br:1]Br.[C:3]1([P:9]([C:16]2[CH:21]=[CH:20][CH:19]=[CH:18][CH:17]=2)[C:10]2[CH:15]=[CH:14][CH:13]=[CH:12][CH:11]=2)[CH:8]=[CH:7][CH:6]=[CH:5][CH:4]=1, predict the reaction product. The product is: [Br-:1].[Br-:1].[C:16]1([P:9]([C:3]2[CH:4]=[CH:5][CH:6]=[CH:7][CH:8]=2)[C:10]2[CH:15]=[CH:14][CH:13]=[CH:12][CH:11]=2)[CH:17]=[CH:18][CH:19]=[CH:20][CH:21]=1. (3) Given the reactants [NH2:1][CH2:2][C:3]1[CH:4]=[N:5][CH:6]=[CH:7][CH:8]=1.CCN=C=NCCCN(C)C.Cl.[F:21][C:22]1[CH:32]=[CH:31][CH:30]=[CH:29][C:23]=1[CH:24]=[CH:25][C:26](O)=[O:27], predict the reaction product. The product is: [F:21][C:22]1[CH:32]=[CH:31][CH:30]=[CH:29][C:23]=1/[CH:24]=[CH:25]/[C:26]([NH:1][CH2:2][C:3]1[CH:4]=[N:5][CH:6]=[CH:7][CH:8]=1)=[O:27]. (4) Given the reactants [NH2:1][C@@H:2]([CH2:33][C:34]1[CH:39]=[CH:38][CH:37]=[CH:36][CH:35]=1)[C@@H:3]([OH:32])[CH2:4][C@H:5]([NH:19][C:20]([C@@H:22]([NH:27][C:28](=[O:31])[O:29][CH3:30])[C:23]([CH3:26])([CH3:25])[CH3:24])=[O:21])[CH2:6][C:7]1[CH:12]=[CH:11][C:10]([C:13]2[CH:18]=[CH:17][CH:16]=[CH:15][N:14]=2)=[CH:9][CH:8]=1.[CH2:40]([N:47]([CH3:59])[C:48]([NH:50][C@@H:51]([C:55]([CH3:58])([CH3:57])[CH3:56])[C:52](O)=[O:53])=[O:49])[C:41]1[CH:46]=[CH:45][CH:44]=[CH:43][CH:42]=1.CCOP(ON1N=NC2C=CC=CC=2C1=O)(OCC)=O.C(N(CC)C(C)C)(C)C, predict the reaction product. The product is: [CH2:33]([C@H:2]([NH:1][C:52](=[O:53])[C@H:51]([C:55]([CH3:57])([CH3:56])[CH3:58])[NH:50][C:48](=[O:49])[N:47]([CH3:59])[CH2:40][C:41]1[CH:46]=[CH:45][CH:44]=[CH:43][CH:42]=1)[C@@H:3]([OH:32])[CH2:4][C@@H:5]([CH2:6][C:7]1[CH:12]=[CH:11][C:10]([C:13]2[CH:18]=[CH:17][CH:16]=[CH:15][N:14]=2)=[CH:9][CH:8]=1)[NH:19][C:20](=[O:21])[C@@H:22]([NH:27][C:28](=[O:31])[O:29][CH3:30])[C:23]([CH3:26])([CH3:25])[CH3:24])[C:34]1[CH:35]=[CH:36][CH:37]=[CH:38][CH:39]=1. (5) Given the reactants [Cl:1][C:2]1[CH:3]=[CH:4][C:5]([C:8]2[CH:9]=[C:10]([F:15])[C:11](F)=[N:12][CH:13]=2)=[N:6][CH:7]=1.[NH2:16][NH2:17], predict the reaction product. The product is: [Cl:1][C:2]1[CH:3]=[CH:4][C:5]([C:8]2[CH:9]=[C:10]([F:15])[C:11]([NH:16][NH2:17])=[N:12][CH:13]=2)=[N:6][CH:7]=1.